Predict the reaction yield, written as a fraction of the theoretical maximum amount of product (1.0 means a 100% yield; for example, 0.34 means a 34% yield). From a dataset of Reaction yield outcomes from USPTO patents with 853,638 reactions. (1) The reactants are CS([O:5][CH:6]1[CH2:11][CH2:10][N:9]([C:12]2[CH:17]=[CH:16][N:15]=[CH:14][N:13]=2)[CH2:8][CH2:7]1)(=O)=O.[Cl:18][C:19]1[CH:20]=[C:21](O)[C:22]([CH3:29])=[C:23]([CH:28]=1)[C:24]([O:26][CH3:27])=[O:25].C([O-])([O-])=O.[Cs+].[Cs+]. The catalyst is CN(C)C=O. The product is [Cl:18][C:19]1[CH:20]=[C:21]([O:5][CH:6]2[CH2:11][CH2:10][N:9]([C:12]3[CH:17]=[CH:16][N:15]=[CH:14][N:13]=3)[CH2:8][CH2:7]2)[C:22]([CH3:29])=[C:23]([CH:28]=1)[C:24]([O:26][CH3:27])=[O:25]. The yield is 0.417. (2) The yield is 0.790. The product is [CH3:1][O:2][C:3](=[O:39])[C:4]1[CH:5]=[CH:6][C:7]([CH2:10][N:11]2[CH:15]=[C:14]([C:16]3[CH:21]=[CH:20][C:19]([Cl:22])=[CH:18][C:17]=3[Cl:23])[N:13]=[C:12]2[CH2:24][O:25][C:26]2[CH:31]=[CH:30][C:29]([C:32]3[CH:33]=[CH:34][C:35]([NH:38][S:41]([CH3:40])(=[O:43])=[O:42])=[CH:36][CH:37]=3)=[CH:28][CH:27]=2)=[CH:8][CH:9]=1. The reactants are [CH3:1][O:2][C:3](=[O:39])[C:4]1[CH:9]=[CH:8][C:7]([CH2:10][N:11]2[CH:15]=[C:14]([C:16]3[CH:21]=[CH:20][C:19]([Cl:22])=[CH:18][C:17]=3[Cl:23])[N:13]=[C:12]2[CH2:24][O:25][C:26]2[CH:31]=[CH:30][C:29]([C:32]3[CH:37]=[CH:36][C:35]([NH2:38])=[CH:34][CH:33]=3)=[CH:28][CH:27]=2)=[CH:6][CH:5]=1.[CH3:40][S:41](Cl)(=[O:43])=[O:42]. No catalyst specified.